The task is: Regression. Given two drug SMILES strings and cell line genomic features, predict the synergy score measuring deviation from expected non-interaction effect.. This data is from NCI-60 drug combinations with 297,098 pairs across 59 cell lines. (1) Drug 1: C1=CC(=CC=C1CCC2=CNC3=C2C(=O)NC(=N3)N)C(=O)NC(CCC(=O)O)C(=O)O. Drug 2: CC1=CC2C(CCC3(C2CCC3(C(=O)C)OC(=O)C)C)C4(C1=CC(=O)CC4)C. Cell line: T-47D. Synergy scores: CSS=14.8, Synergy_ZIP=-1.38, Synergy_Bliss=3.54, Synergy_Loewe=6.83, Synergy_HSA=6.84. (2) Drug 1: COC1=C(C=C2C(=C1)N=CN=C2NC3=CC(=C(C=C3)F)Cl)OCCCN4CCOCC4. Drug 2: C1C(C(OC1N2C=NC3=C(N=C(N=C32)Cl)N)CO)O. Cell line: NCI/ADR-RES. Synergy scores: CSS=52.7, Synergy_ZIP=1.45, Synergy_Bliss=2.25, Synergy_Loewe=5.99, Synergy_HSA=7.56. (3) Drug 1: C1CC(C1)(C(=O)O)C(=O)O.[NH2-].[NH2-].[Pt+2]. Drug 2: CCCCC(=O)OCC(=O)C1(CC(C2=C(C1)C(=C3C(=C2O)C(=O)C4=C(C3=O)C=CC=C4OC)O)OC5CC(C(C(O5)C)O)NC(=O)C(F)(F)F)O. Cell line: SK-MEL-5. Synergy scores: CSS=57.4, Synergy_ZIP=-4.65, Synergy_Bliss=-4.72, Synergy_Loewe=-23.5, Synergy_HSA=-3.17.